This data is from Forward reaction prediction with 1.9M reactions from USPTO patents (1976-2016). The task is: Predict the product of the given reaction. (1) Given the reactants Cl.Cl.[NH2:3][C@H:4]([C:10]([OH:12])=[O:11])[CH2:5][CH2:6][CH2:7][CH2:8][NH2:9].C(N(CC)CC)C.[C:20]1([C:26](Cl)([C:33]2[CH:38]=[CH:37][CH:36]=[CH:35][CH:34]=2)[C:27]2[CH:32]=[CH:31][CH:30]=[CH:29][CH:28]=2)[CH:25]=[CH:24][CH:23]=[CH:22][CH:21]=1.CO, predict the reaction product. The product is: [C:26]([NH:9][CH2:8][CH2:7][CH2:6][CH2:5][C@@H:4]([C:10]([OH:12])=[O:11])[NH2:3])([C:20]1[CH:25]=[CH:24][CH:23]=[CH:22][CH:21]=1)([C:33]1[CH:34]=[CH:35][CH:36]=[CH:37][CH:38]=1)[C:27]1[CH:28]=[CH:29][CH:30]=[CH:31][CH:32]=1. (2) Given the reactants [O:1]1[CH2:6][CH2:5][CH2:4][O:3][CH:2]1[CH2:7][CH2:8][N:9]1[CH2:14][CH2:13][CH:12]([N:15]([CH2:30][C:31]2[CH:36]=[CH:35][C:34]([F:37])=[CH:33][CH:32]=2)C(=O)CC2C=CC(OC(F)(F)F)=CC=2)[CH2:11][CH2:10]1.C(O)C[C@H](O)C, predict the reaction product. The product is: [O:1]1[CH2:6][CH2:5][CH2:4][O:3][CH:2]1[CH2:7][CH2:8][N:9]1[CH2:10][CH2:11][CH:12]([NH:15][CH2:30][C:31]2[CH:36]=[CH:35][C:34]([F:37])=[CH:33][CH:32]=2)[CH2:13][CH2:14]1. (3) Given the reactants [NH2:1][N:2]1[C:11](=[O:12])[C:10]2[C:5](=[CH:6][CH:7]=[C:8]([Cl:13])[CH:9]=2)[N:4]=[CH:3]1.[C:14]12([CH2:24][C:25](Cl)=[O:26])[CH2:23][CH:18]3[CH2:19][CH:20]([CH2:22][CH:16]([CH2:17]3)[CH2:15]1)[CH2:21]2, predict the reaction product. The product is: [C:14]12([CH2:24][C:25]([NH:1][N:2]3[C:11](=[O:12])[C:10]4[C:5](=[CH:6][CH:7]=[C:8]([Cl:13])[CH:9]=4)[N:4]=[CH:3]3)=[O:26])[CH2:21][CH:20]3[CH2:19][CH:18]([CH2:17][CH:16]([CH2:22]3)[CH2:15]1)[CH2:23]2. (4) Given the reactants [H-].[H-].[H-].[H-].[Li+].[Al+3].[CH2:7]([N:14]1[CH2:17][C:16]([C:23](OCC)=[O:24])([C:18](OCC)=[O:19])[CH2:15]1)[C:8]1[CH:13]=[CH:12][CH:11]=[CH:10][CH:9]=1, predict the reaction product. The product is: [NH3:14].[CH2:7]([N:14]1[CH2:17][C:16]([CH2:18][OH:19])([CH2:23][OH:24])[CH2:15]1)[C:8]1[CH:9]=[CH:10][CH:11]=[CH:12][CH:13]=1. (5) The product is: [CH2:8]([C:6]1[CH:5]=[CH:4][C:3]([C:10]([N:12]2[CH2:17][CH2:16][CH2:15][CH2:14][CH2:13]2)=[O:11])=[C:2]([NH:1][S:38]([C:41]2[C:49]3=[N:48][S:47][N:46]=[C:45]3[CH:44]=[CH:43][CH:42]=2)(=[O:40])=[O:39])[CH:7]=1)[CH3:9]. Given the reactants [NH2:1][C:2]1[CH:7]=[C:6]([CH2:8][CH3:9])[CH:5]=[CH:4][C:3]=1[C:10]([N:12]1[CH2:17][CH2:16][CH2:15][CH2:14][CH2:13]1)=[O:11].C(C1C=CC(C(N2CCCCC2)=O)=C([N+]([O-])=O)C=1)C.Cl[S:38]([C:41]1[C:49]2[C:45](=[N:46][S:47][N:48]=2)[CH:44]=[CH:43][CH:42]=1)(=[O:40])=[O:39], predict the reaction product. (6) Given the reactants Cl.[CH3:2][O:3][C:4](=[O:11])[C@H:5]([CH2:7][CH:8]([CH3:10])[CH3:9])[NH2:6].C(N(CC)C(C)C)(C)C.C([O:23][C:24](=O)[CH:25]=[C:26]([O:29][C:30]1[C:39]2[CH2:38][CH2:37][CH2:36][CH2:35][C:34]=2[CH:33]=[CH:32][CH:31]=1)[CH2:27]Br)C, predict the reaction product. The product is: [CH3:2][O:3][C:4](=[O:11])[C@@H:5]([N:6]1[CH2:27][C:26]([O:29][C:30]2[C:39]3[CH2:38][CH2:37][CH2:36][CH2:35][C:34]=3[CH:33]=[CH:32][CH:31]=2)=[CH:25][C:24]1=[O:23])[CH2:7][CH:8]([CH3:10])[CH3:9]. (7) Given the reactants [CH2:1]([N:3]1[CH:7]=[C:6]([C:8]2[S:16][C:15]3[C:10](=[N:11][CH:12]=[CH:13][C:14]=3[O:17][C:18]3[CH:23]=[CH:22][C:21]([NH:24][C:25](=[O:36])[CH2:26][C:27]([NH:29][C:30]4[CH:35]=[CH:34][CH:33]=[CH:32][CH:31]=4)=[O:28])=[CH:20][C:19]=3[F:37])[CH:9]=2)[N:5]=[CH:4]1)[CH3:2].O=[C:39](NC1C=CC=CC=1)[CH2:40]C(O)=O, predict the reaction product. The product is: [CH2:1]([N:3]1[CH:7]=[C:6]([C:8]2[S:16][C:15]3[C:10](=[N:11][CH:12]=[CH:13][C:14]=3[O:17][C:18]3[CH:23]=[CH:22][C:21]([NH:24][C:25]([CH:26]4[CH2:40][CH2:39][N:29]([C:30]5[CH:35]=[CH:34][CH:33]=[CH:32][CH:31]=5)[C:27]4=[O:28])=[O:36])=[CH:20][C:19]=3[F:37])[CH:9]=2)[N:5]=[CH:4]1)[CH3:2].